From a dataset of Catalyst prediction with 721,799 reactions and 888 catalyst types from USPTO. Predict which catalyst facilitates the given reaction. (1) Reactant: O[C:2]1[CH:7]=[C:6]([C:8]2[CH:13]([CH3:14])[CH:12]([CH2:15][CH2:16][CH3:17])[C:11](=[O:18])[NH:10][N:9]=2)[CH:5]=[CH:4][C:3]=1[NH:19][C:20]([C:22]1[N:23]([CH3:27])[CH:24]=[CH:25][CH:26]=1)=[O:21].C(O)(=O)C.O.C1(C)C=CC(S(O)(=O)=O)=CC=1. Product: [CH3:14][C@@H:13]1[C:8]([C:6]2[CH:5]=[CH:4][C:3]3[N:19]=[C:20]([C:22]4[N:23]([CH3:27])[CH:24]=[CH:25][CH:26]=4)[O:21][C:2]=3[CH:7]=2)=[N:9][NH:10][C:11](=[O:18])[C@H:12]1[CH2:15][CH2:16][CH3:17]. The catalyst class is: 12. (2) Reactant: Br[C:2]1[CH:3]=[C:4]([CH:8]([CH:15]2[CH2:17][CH2:16]2)[NH:9][S:10]([CH2:13][CH3:14])(=[O:12])=[O:11])[CH:5]=[N:6][CH:7]=1.[Cl:18][C:19]1[CH:26]=[C:25](B2OC(C)(C)C(C)(C)O2)[CH:24]=[CH:23][C:20]=1[C:21]#[N:22].C(=O)([O-])[O-].[Na+].[Na+].C(Cl)Cl. Product: [Cl:18][C:19]1[CH:26]=[C:25]([C:2]2[CH:3]=[C:4]([CH:8]([CH:15]3[CH2:17][CH2:16]3)[NH:9][S:10]([CH2:13][CH3:14])(=[O:12])=[O:11])[CH:5]=[N:6][CH:7]=2)[CH:24]=[CH:23][C:20]=1[C:21]#[N:22]. The catalyst class is: 151. (3) Reactant: [C:1]1([O:11][CH2:12][CH2:13][CH2:14][CH2:15][CH2:16][O:17][C:18]2[CH:27]=[CH:26][CH:25]=[C:24]3[C:19]=2[CH2:20][CH2:21][CH2:22][NH:23]3)[C:10]2[C:5](=[CH:6][CH:7]=[CH:8][CH:9]=2)[CH:4]=[CH:3][CH:2]=1.C(C1NC=CN=1)(C1NC=CN=1)=[S:29].C([N:42]([CH2:45]C)CC)C.N. Product: [C:1]1([O:11][CH2:12][CH2:13][CH2:14][CH2:15][CH2:16][O:17][C:18]2[CH:27]=[CH:26][CH:25]=[C:24]3[C:19]=2[CH2:20][CH2:21][CH2:22][N:23]3[C:45](=[S:29])[NH2:42])[C:10]2[C:5](=[CH:6][CH:7]=[CH:8][CH:9]=2)[CH:4]=[CH:3][CH:2]=1. The catalyst class is: 36. (4) Reactant: C(OC(N1CC[CH:11]([O:14][C:15]2[CH:20]=[CH:19][CH:18]=[CH:17][C:16]=2Cl)CC1)=O)(C)(C)C.C(O[C:27]([N:29]1[CH2:34][CH2:33][CH:32](O)[CH2:31][CH2:30]1)=O)(C)(C)C.Cl[C:37]1[CH:42]=[CH:41][CH:40]=[CH:39][C:38]=1O.[C:44]1(P(C2C=CC=CC=2)C2C=CC=CC=2)C=CC=CC=1.CC(OC(/N=N/C(OC(C)C)=O)=O)C. The catalyst class is: 25. Product: [CH2:27]([N:29]1[CH2:30][CH2:31][C:32](=[CH:44][C:18]2[CH:17]=[CH:16][C:15]([O:14][CH3:11])=[CH:20][CH:19]=2)[CH2:33][CH2:34]1)[C:37]1[CH:42]=[CH:41][CH:40]=[CH:39][CH:38]=1. (5) Reactant: [Cl:1][C:2]1[CH:7]=[CH:6][C:5]([C:8]2[S:9][CH:10]=[C:11]([CH2:13][S:14][C:15]3[C:20]([C:21]#[N:22])=[C:19]([C:23]4[CH:28]=[CH:27][C:26]([O:29][CH2:30][CH2:31][OH:32])=[CH:25][CH:24]=4)[C:18]([C:33]#[N:34])=[CH:17][N:16]=3)[N:12]=2)=[CH:4][CH:3]=1.[CH2:35]([NH2:38])[CH2:36][CH3:37]. Product: [Cl:1][C:2]1[CH:3]=[CH:4][C:5]([C:8]2[S:9][CH:10]=[C:11]([CH2:13][S:14][C:15]3[C:20]([C:21]#[N:22])=[C:19]([C:23]4[CH:28]=[CH:27][C:26]([O:29][CH2:30][CH2:31][OH:32])=[CH:25][CH:24]=4)[C:18]([C:33]#[N:34])=[C:17]([NH:38][CH2:35][CH2:36][CH3:37])[N:16]=3)[N:12]=2)=[CH:6][CH:7]=1. The catalyst class is: 1. (6) Reactant: [CH3:1][C:2]([C:6]1[CH:7]=[C:8]([C:18](=[O:21])[CH2:19]Br)[CH:9]=[C:10]([C:13]([CH3:17])([CH3:16])[CH2:14][CH3:15])[C:11]=1[OH:12])([CH3:5])[CH2:3][CH3:4].[I-:22].[Na+].CCCCCC. Product: [CH3:1][C:2]([C:6]1[CH:7]=[C:8]([C:18](=[O:21])[CH2:19][I:22])[CH:9]=[C:10]([C:13]([CH3:17])([CH3:16])[CH2:14][CH3:15])[C:11]=1[OH:12])([CH3:5])[CH2:3][CH3:4]. The catalyst class is: 57. (7) Product: [CH2:1]([N:8]1[CH2:9][CH2:10][N:11]([CH2:14][CH2:15][CH2:16][C:17]([O:19][CH3:20])=[O:18])[CH2:12][CH2:13]1)[C:2]1[CH:3]=[CH:4][CH:5]=[CH:6][CH:7]=1. Reactant: [CH2:1]([N:8]1[CH2:13][CH2:12][N:11]([CH2:14][CH:15]=[CH:16][C:17]([O:19][CH3:20])=[O:18])[CH2:10][CH2:9]1)[C:2]1[CH:7]=[CH:6][CH:5]=[CH:4][CH:3]=1.[H][H]. The catalyst class is: 105.